Dataset: Full USPTO retrosynthesis dataset with 1.9M reactions from patents (1976-2016). Task: Predict the reactants needed to synthesize the given product. (1) Given the product [NH2:35][C@H:39]([CH2:40][NH:26][CH:23]1[CH2:24][CH2:25][N:20]([C:17]2[S:18][CH:19]=[C:15]([C:7]3[CH:6]=[CH:5][C:4]4[C:3]([CH3:27])([CH3:2])[CH2:12][CH2:11][C:10]([CH3:13])([CH3:14])[C:9]=4[CH:8]=3)[N:16]=2)[CH2:21][CH2:22]1)[CH2:38][OH:37], predict the reactants needed to synthesize it. The reactants are: Br.[CH3:2][C:3]1([CH3:27])[CH2:12][CH2:11][C:10]([CH3:14])([CH3:13])[C:9]2[CH:8]=[C:7]([C:15]3[N:16]=[C:17]([N:20]4[CH2:25][CH2:24][CH:23]([NH2:26])[CH2:22][CH2:21]4)[S:18][CH:19]=3)[CH:6]=[CH:5][C:4]1=2.C(OC([N:35]1[C@H:39]([CH:40]=O)[CH2:38][O:37]C1(C)C)=O)(C)(C)C.Cl.O1CCOCC1. (2) The reactants are: [N:1]([CH2:4][C@@H:5]1[O:9][C:8](=[O:10])[N:7]([C:11]2[CH:12]=[CH:13][C:14]3[C:20](=[O:21])[CH2:19][CH2:18][CH2:17][O:16][C:15]=3[CH:22]=2)[CH2:6]1)=[N+]=[N-].[C:23](OC(=O)C)(=[O:25])[CH3:24].CC(O)=O.ClCCl. Given the product [O:10]=[C:8]1[N:7]([C:11]2[CH:12]=[CH:13][C:14]3[C:20](=[O:21])[CH2:19][CH2:18][CH2:17][O:16][C:15]=3[CH:22]=2)[CH2:6][C@H:5]([CH2:4][NH:1][C:23](=[O:25])[CH3:24])[O:9]1, predict the reactants needed to synthesize it. (3) Given the product [CH3:1][N:2]([CH2:4][C:5]1[N:6]([C:10]2[CH:11]=[C:12]([NH:20][C:21](=[O:30])[C:22]3[CH:27]=[CH:26][C:25]([CH3:28])=[C:24]([C:47]#[C:46][Si:43]([CH3:45])([CH3:44])[CH3:42])[CH:23]=3)[CH:13]=[C:14]([C:16]([F:19])([F:18])[F:17])[CH:15]=2)[CH:7]=[CH:8][N:9]=1)[CH3:3], predict the reactants needed to synthesize it. The reactants are: [CH3:1][N:2]([CH2:4][C:5]1[N:6]([C:10]2[CH:11]=[C:12]([NH:20][C:21](=[O:30])[C:22]3[CH:27]=[CH:26][C:25]([CH3:28])=[C:24](I)[CH:23]=3)[CH:13]=[C:14]([C:16]([F:19])([F:18])[F:17])[CH:15]=2)[CH:7]=[CH:8][N:9]=1)[CH3:3].N#N.C(N(CC)C(C)C)(C)C.[CH3:42][Si:43]([C:46]#[CH:47])([CH3:45])[CH3:44]. (4) Given the product [ClH:57].[CH3:1][O:2][C:3]1[CH:4]=[C:5]([CH3:25])[C:6]([S:10]([N:13]2[CH2:18][CH2:17][CH2:16][CH2:15][C@H:14]2[CH2:19][O:20][CH2:21][C:22]([N:53]2[CH2:47][CH2:48][C:49]([C:58]3[CH:45]=[N:43][CH:42]=[CH:41][CH:40]=3)([CH2:34][CH2:32][N:28]3[CH2:27][CH2:26][CH2:31][CH2:29]3)[CH2:50][CH2:51]2)=[O:23])(=[O:12])=[O:11])=[C:7]([CH3:9])[CH:8]=1, predict the reactants needed to synthesize it. The reactants are: [CH3:1][O:2][C:3]1[CH:8]=[C:7]([CH3:9])[C:6]([S:10]([N:13]2[CH2:18][CH2:17][CH2:16][CH2:15][C@H:14]2[CH2:19][O:20][CH2:21][C:22](O)=[O:23])(=[O:12])=[O:11])=[C:5]([CH3:25])[CH:4]=1.[CH3:26][CH2:27][N:28]([CH:32]([CH3:34])C)[CH:29]([CH3:31])C.CCN=C=N[CH2:40][CH2:41][CH2:42][N:43]([CH3:45])C.Cl.[CH:47]1[CH:48]=[CH:49][C:50]2N(O)N=[N:53][C:51]=2C=1.[Cl:57][CH2:58]Cl. (5) The reactants are: Br[C:2]1[CH:3]=[C:4]2[O:16][CH2:15][CH2:14][O:13][C:5]2=[C:6]2[C:11]=1[NH:10][CH:9]=[CH:8][C:7]2=[O:12].[OH-].[Na+]. Given the product [O:13]1[C:5]2=[C:6]3[C:11](=[CH:2][CH:3]=[C:4]2[O:16][CH2:15][CH2:14]1)[NH:10][CH:9]=[CH:8][C:7]3=[O:12], predict the reactants needed to synthesize it. (6) The reactants are: [CH3:1][N:2]1[CH2:28][CH2:27][C:5]2[N:6]([CH2:14][CH:15](OS(C)(=O)=O)[C:16]3[CH:21]=[CH:20][N:19]=[CH:18][CH:17]=3)[C:7]3[CH:8]=[CH:9][C:10]([CH3:13])=[CH:11][C:12]=3[C:4]=2[CH2:3]1.[CH:29]1([NH2:32])[CH2:31][CH2:30]1. Given the product [CH:29]1([NH:32][CH:15]([C:16]2[CH:21]=[CH:20][N:19]=[CH:18][CH:17]=2)[CH2:14][N:6]2[C:7]3[CH:8]=[CH:9][C:10]([CH3:13])=[CH:11][C:12]=3[C:4]3[CH2:3][N:2]([CH3:1])[CH2:28][CH2:27][C:5]2=3)[CH2:31][CH2:30]1, predict the reactants needed to synthesize it. (7) Given the product [BrH:1].[Br:1][CH2:29][CH2:28][N:22]1[CH2:27][CH2:26][O:25][CH2:24][CH2:23]1, predict the reactants needed to synthesize it. The reactants are: [Br-:1].[Br-].C1(P(C2C=CC=CC=2)C2C=CC=CC=2)C=CC=CC=1.[N:22]1([CH2:28][CH2:29]O)[CH2:27][CH2:26][O:25][CH2:24][CH2:23]1. (8) Given the product [C:10]([O:14][C:15](=[O:30])[N:16]([C:17](=[O:22])[CH2:18][CH2:19][C:20]#[C:21][C:2]1[CH:7]=[CH:6][CH:5]=[C:4]([CH2:8][F:9])[N:3]=1)[C:23]1[CH:24]=[CH:25][C:26]([F:29])=[CH:27][CH:28]=1)([CH3:13])([CH3:11])[CH3:12], predict the reactants needed to synthesize it. The reactants are: Br[C:2]1[CH:7]=[CH:6][CH:5]=[C:4]([CH2:8][F:9])[N:3]=1.[C:10]([O:14][C:15](=[O:30])[N:16]([C:23]1[CH:28]=[CH:27][C:26]([F:29])=[CH:25][CH:24]=1)[C:17](=[O:22])[CH2:18][CH2:19][C:20]#[CH:21])([CH3:13])([CH3:12])[CH3:11]. (9) The reactants are: Br[C:2]1[N:10]([CH2:11][C:12]2[CH:17]=[CH:16][C:15]([Cl:18])=[CH:14][CH:13]=2)[C:9]2[C:8](=[O:19])[NH:7][C:6](=[O:20])[N:5]([CH3:21])[C:4]=2[N:3]=1.[F:22][C:23]([F:32])([F:31])[C:24]1[CH:25]=[C:26]([OH:30])[CH:27]=[CH:28][CH:29]=1.C(=O)([O-])[O-].[K+].[K+]. Given the product [Cl:18][C:15]1[CH:16]=[CH:17][C:12]([CH2:11][N:10]2[C:9]3[C:8](=[O:19])[NH:7][C:6](=[O:20])[N:5]([CH3:21])[C:4]=3[N:3]=[C:2]2[O:30][C:26]2[CH:27]=[CH:28][CH:29]=[C:24]([C:23]([F:22])([F:31])[F:32])[CH:25]=2)=[CH:13][CH:14]=1, predict the reactants needed to synthesize it. (10) Given the product [CH2:23]([CH:26]1[CH2:31][CH2:30][CH:29]([C:32]([O:22][C@H:11]([C:12]2[C:17]3[C:16](=[CH:21][CH:20]=[CH:19][CH:18]=3)[N:15]=[CH:14][CH:13]=2)[C@@H:10]2[CH2:9][C@@H:8]3[CH2:7][CH2:6][N:5]2[CH2:4][C@@H:3]3[CH:2]=[CH2:1])=[O:33])[CH2:28][CH2:27]1)[CH2:24][CH3:25], predict the reactants needed to synthesize it. The reactants are: [CH2:1]=[CH:2][C@@H:3]1[C@@H:8]2[CH2:9][C@@H:10]([C@H:11]([OH:22])[C:12]3[CH:13]=[CH:14][N:15]=[C:16]4[CH:21]=[CH:20][CH:19]=[CH:18][C:17]=34)[N:5]([CH2:6][CH2:7]2)[CH2:4]1.[CH2:23]([CH:26]1[CH2:31][CH2:30][CH:29]([C:32](O)=[O:33])[CH2:28][CH2:27]1)[CH2:24][CH3:25].C1(N=C=NC2CCCCC2)CCCCC1.